Predict the product of the given reaction. From a dataset of Forward reaction prediction with 1.9M reactions from USPTO patents (1976-2016). (1) Given the reactants [Si:1]([O:8][C@H:9]1[CH2:32][CH2:31][C@@:30]2([CH3:33])[C@@H:11]([CH2:12][CH2:13][C:14]3[C:15]4[C@:26]([CH3:34])([CH2:27][CH2:28][C:29]=32)[C@@H:18]([C@H:19]([CH3:25])[CH2:20][CH2:21][C:22](O)=O)[CH2:17][CH:16]=4)[C:10]1([CH3:36])[CH3:35])([C:4]([CH3:7])([CH3:6])[CH3:5])([CH3:3])[CH3:2].[NH3:37].[H-].[Al+3].[Li+].[H-].[H-].[H-], predict the reaction product. The product is: [Si:1]([O:8][C@H:9]1[CH2:32][CH2:31][C@@:30]2([CH3:33])[C@@H:11]([CH2:12][CH2:13][C:14]3[C:15]4[C@:26]([CH3:34])([CH2:27][CH2:28][C:29]=32)[C@@H:18]([C@H:19]([CH3:25])[CH2:20][CH2:21][CH2:22][NH2:37])[CH2:17][CH:16]=4)[C:10]1([CH3:36])[CH3:35])([C:4]([CH3:7])([CH3:6])[CH3:5])([CH3:3])[CH3:2]. (2) Given the reactants [Br:1][C:2]1[CH:7]=[CH:6][C:5]([O:8][C@@H:9]2[CH2:13][CH2:12][CH2:11][C@@H:10]2[N:14]=[N+]=[N-])=[CH:4][CH:3]=1.O.C1(P(C2C=CC=CC=2)C2C=CC=CC=2)C=CC=CC=1, predict the reaction product. The product is: [Br:1][C:2]1[CH:7]=[CH:6][C:5]([O:8][C@H:9]2[CH2:13][CH2:12][CH2:11][C@H:10]2[NH2:14])=[CH:4][CH:3]=1. (3) Given the reactants [Br:1][C:2]1[CH:3]=[C:4]2[C:9](=[CH:10][CH:11]=1)[N:8]=[CH:7][NH:6][C:5]2=O.C(N(CC)CC)C.P(Cl)(Cl)([Cl:22])=O, predict the reaction product. The product is: [Br:1][C:2]1[CH:3]=[C:4]2[C:9](=[CH:10][CH:11]=1)[N:8]=[CH:7][N:6]=[C:5]2[Cl:22]. (4) Given the reactants C([O:8][C:9]1[CH:10]=[C:11]([CH:17]([O:21][CH3:22])[C:18]([OH:20])=[O:19])[CH:12]=[CH:13][C:14]=1[O:15][CH3:16])C1C=CC=CC=1, predict the reaction product. The product is: [OH:8][C:9]1[CH:10]=[C:11]([CH:17]([O:21][CH3:22])[C:18]([OH:20])=[O:19])[CH:12]=[CH:13][C:14]=1[O:15][CH3:16]. (5) The product is: [Cl:1][C:2]1[CH:3]=[C:4]([C:8]2[CH:9]=[C:10]3[C:15](=[O:16])[NH:14][CH2:13][CH:12]([CH2:17][C:18]([OH:20])=[O:19])[N:11]3[C:23]=2[C:24]2[CH:29]=[CH:28][CH:27]=[CH:26][CH:25]=2)[CH:5]=[CH:6][CH:7]=1. Given the reactants [Cl:1][C:2]1[CH:3]=[C:4]([C:8]2[CH:9]=[C:10]3[C:15](=[O:16])[NH:14][CH2:13][CH:12]([CH2:17][C:18]([O:20]CC)=[O:19])[N:11]3[C:23]=2[C:24]2[CH:29]=[CH:28][CH:27]=[CH:26][CH:25]=2)[CH:5]=[CH:6][CH:7]=1.[OH-].[Li+], predict the reaction product. (6) Given the reactants [O:1](C(C)(C)C)[K].[N+:7]([CH2:9][C:10]([O:12][CH2:13][CH3:14])=[O:11])#[C-:8].[CH3:15][C:16]([CH3:22])([CH:19]([CH3:21])[CH3:20])[CH:17]=O.CCOCC, predict the reaction product. The product is: [CH2:13]([O:12][C:10](=[O:11])[C:9]([NH:7][CH:8]=[O:1])=[CH:15][C:16]([CH3:22])([CH3:17])[CH:19]([CH3:21])[CH3:20])[CH3:14].